The task is: Predict the reaction yield, written as a fraction of the theoretical maximum amount of product (1.0 means a 100% yield; for example, 0.34 means a 34% yield).. This data is from Reaction yield outcomes from USPTO patents with 853,638 reactions. (1) The reactants are F[P-](F)(F)(F)(F)F.[CH3:8][N+:9](C)=[C:10](N(C)C)ON1C2N=CC=CC=2N=N1.C(N(CC)C(C)C)(C)C.[C:34]([O:38][C:39]([NH:41][CH:42]([CH2:46][C:47]1[CH:48]=[N:49][C:50]([C:53]2[CH:58]=[CH:57][CH:56]=[C:55]([F:59])[C:54]=2[F:60])=[CH:51][CH:52]=1)[C:43](O)=[O:44])=[O:40])([CH3:37])([CH3:36])[CH3:35].CNC.O1CCCC1. The catalyst is CN(C)C=O. The product is [F:60][C:54]1[C:55]([F:59])=[CH:56][CH:57]=[CH:58][C:53]=1[C:50]1[N:49]=[CH:48][C:47]([CH2:46][CH:42]([NH:41][C:39](=[O:40])[O:38][C:34]([CH3:36])([CH3:37])[CH3:35])[C:43]([N:9]([CH3:10])[CH3:8])=[O:44])=[CH:52][CH:51]=1. The yield is 0.600. (2) The catalyst is CO. The reactants are [Cl:1][C:2]1[CH:3]=[C:4]([C:8]2[N:12]=[C:11]([CH:13]([N:15]([CH:20]3[CH2:22][CH2:21]3)[C:16]([NH:18][CH3:19])=[S:17])[CH3:14])[O:10][N:9]=2)[CH:5]=[CH:6][CH:7]=1.I[CH2:24][CH3:25]. The yield is 0.960. The product is [Cl:1][C:2]1[CH:3]=[C:4]([C:8]2[N:12]=[C:11]([CH:13]([N:15]([CH:20]3[CH2:21][CH2:22]3)[C:16](=[N:18][CH3:19])[S:17][CH2:24][CH3:25])[CH3:14])[O:10][N:9]=2)[CH:5]=[CH:6][CH:7]=1. (3) The reactants are [N:1]1[C:8]([Cl:9])=[N:7][C:5](Cl)=[N:4][C:2]=1[Cl:3].[CH:10]12[O:17][CH:14]([CH2:15][CH2:16]1)[CH2:13][NH:12][CH2:11]2. No catalyst specified. The product is [Cl:9][C:8]1[N:1]=[C:2]([Cl:3])[N:4]=[C:5]([N:12]2[CH2:11][CH:10]3[O:17][CH:14]([CH2:15][CH2:16]3)[CH2:13]2)[N:7]=1. The yield is 0.470. (4) The reactants are [CH3:1][CH:2]1[CH2:8][N:7]([C:9]([O:11][C:12]([CH3:15])([CH3:14])[CH3:13])=[O:10])[CH2:6][CH2:5][CH:4]([C:16]([O:18]CC)=O)[C:3]1=O.[C:22]1([CH2:28][C:29]([NH2:31])=[NH:30])[CH:27]=[CH:26][CH:25]=[CH:24][CH:23]=1. No catalyst specified. The product is [CH2:28]([C:29]1[NH:31][C:16](=[O:18])[C:4]2[CH2:5][CH2:6][N:7]([C:9]([O:11][C:12]([CH3:13])([CH3:14])[CH3:15])=[O:10])[CH2:8][CH:2]([CH3:1])[C:3]=2[N:30]=1)[C:22]1[CH:27]=[CH:26][CH:25]=[CH:24][CH:23]=1. The yield is 0.700. (5) The reactants are C(N(CC)CC)C.[CH:8]([NH:11][C:12]([C@@H:14]1[CH2:18][CH2:17][NH:16][CH2:15]1)=[O:13])([CH3:10])[CH3:9].Cl[C:20]1[N:28]2[C@@H:29]([C:32]3[CH:37]=[CH:36][CH:35]=[CH:34][N:33]=3)[CH2:30][O:31][C:26]3=[C:27]2[C:22](=[CH:23][CH:24]=[C:25]3[C:38]2[C:39]([CH3:44])=[N:40][O:41][C:42]=2[CH3:43])[N:21]=1. The catalyst is CN1CCCC1=O.CO. The product is [CH3:44][C:39]1[C:38]([C:25]2[C:26]3[O:31][CH2:30][C@H:29]([C:32]4[CH:37]=[CH:36][CH:35]=[CH:34][N:33]=4)[N:28]4[C:20]([N:16]5[CH2:17][CH2:18][C@@H:14]([C:12]([NH:11][CH:8]([CH3:10])[CH3:9])=[O:13])[CH2:15]5)=[N:21][C:22]([C:27]=34)=[CH:23][CH:24]=2)=[C:42]([CH3:43])[O:41][N:40]=1. The yield is 0.100. (6) The reactants are [Br:1][C:2]1[CH:3]=[C:4]2[C:10]([C:11]3[CH:18]=[CH:17][C:14]([C:15]#[N:16])=[CH:13][CH:12]=3)=[C:9]([C:19]3[CH:24]=[CH:23][CH:22]=[CH:21][CH:20]=3)[NH:8][C:5]2=[N:6][CH:7]=1.O1CCCC1.[H-].[Al+3].[Li+].[H-].[H-].[H-].Cl. The catalyst is CO. The product is [Br:1][C:2]1[CH:3]=[C:4]2[C:10]([C:11]3[CH:12]=[CH:13][C:14]([CH2:15][NH2:16])=[CH:17][CH:18]=3)=[C:9]([C:19]3[CH:20]=[CH:21][CH:22]=[CH:23][CH:24]=3)[NH:8][C:5]2=[N:6][CH:7]=1. The yield is 0.560. (7) The reactants are C([NH:5][C:6]1[C:15]2[CH:14]=[CH:13][CH:12]=[C:11]([C:16]([OH:18])=[O:17])[C:10]=2[CH:9]=[CH:8][N:7]=1)(C)(C)C.[ClH:19]. The catalyst is O. The product is [ClH:19].[NH2:5][C:6]1[C:15]2[CH:14]=[CH:13][CH:12]=[C:11]([C:16]([OH:18])=[O:17])[C:10]=2[CH:9]=[CH:8][N:7]=1. The yield is 0.660. (8) The reactants are [F:1][C:2]1[CH:3]=[CH:4][C:5]([CH3:19])=[C:6]([C:8]2[CH:17]=[C:16]3[C:11]([CH:12]=[C:13]([NH2:18])[N:14]=[CH:15]3)=[CH:10][CH:9]=2)[CH:7]=1.[Cl:20]N1C(=O)CCC1=O. The catalyst is ClCCl. The product is [Cl:20][C:12]1[C:11]2[C:16](=[CH:17][C:8]([C:6]3[CH:7]=[C:2]([F:1])[CH:3]=[CH:4][C:5]=3[CH3:19])=[CH:9][CH:10]=2)[CH:15]=[N:14][C:13]=1[NH2:18]. The yield is 0.850. (9) The reactants are C([NH:4][C:5]1[C:6]([F:15])=[C:7]([CH:11]=[CH:12][C:13]=1[Cl:14])[C:8]([OH:10])=[O:9])(=O)C.Cl. No catalyst specified. The product is [NH2:4][C:5]1[C:6]([F:15])=[C:7]([CH:11]=[CH:12][C:13]=1[Cl:14])[C:8]([OH:10])=[O:9]. The yield is 0.960.